Dataset: Catalyst prediction with 721,799 reactions and 888 catalyst types from USPTO. Task: Predict which catalyst facilitates the given reaction. Reactant: C[O-].[Na+].C[O:5][C:6]([C:8]1[CH:12]=[C:11]([C:13]2[CH:18]=[N:17][CH:16]=[CH:15][N:14]=2)[N:10]([C:19]2[N:20]=[N:21][C:22](Cl)=[CH:23][CH:24]=2)[N:9]=1)=[O:7].[OH-].[Na+].[CH2:28]([O:30]CC)C. Product: [CH3:28][O:30][C:22]1[N:21]=[N:20][C:19]([N:10]2[C:11]([C:13]3[CH:18]=[N:17][CH:16]=[CH:15][N:14]=3)=[CH:12][C:8]([C:6]([OH:5])=[O:7])=[N:9]2)=[CH:24][CH:23]=1. The catalyst class is: 364.